Dataset: Reaction yield outcomes from USPTO patents with 853,638 reactions. Task: Predict the reaction yield, written as a fraction of the theoretical maximum amount of product (1.0 means a 100% yield; for example, 0.34 means a 34% yield). (1) The reactants are Br[C:2]1[CH:16]=[CH:15][C:5]([CH2:6][NH:7][C:8](=[O:14])[O:9][C:10]([CH3:13])([CH3:12])[CH3:11])=[CH:4][CH:3]=1.Br[C:18]1[C:19]2[C:20]3[CH:33]=[CH:32][S:31][C:21]=3[C:22](=[O:30])[NH:23][C:24]=2[CH:25]=[CH:26][C:27]=1[O:28][CH3:29]. No catalyst specified. The product is [CH3:29][O:28][C:27]1[CH:26]=[CH:25][C:24]2[NH:23][C:22](=[O:30])[C:21]3[S:31][CH:32]=[CH:33][C:20]=3[C:19]=2[C:18]=1[C:2]1[CH:16]=[CH:15][C:5]([CH2:6][NH:7][C:8](=[O:14])[O:9][C:10]([CH3:13])([CH3:12])[CH3:11])=[CH:4][CH:3]=1. The yield is 0.620. (2) The reactants are [CH:1]1([CH2:6][CH:7]([N:11]2[C:19]3[C:14](=[CH:15][C:16]([O:20][C:21]([F:24])([F:23])[F:22])=[CH:17][CH:18]=3)[C:13](=[O:25])[C:12]2=[O:26])[C:8]([OH:10])=O)[CH2:5][CH2:4][CH2:3][CH2:2]1.[N:27]1[CH:32]=[CH:31][CH:30]=[CH:29][C:28]=1[NH2:33].C(N(CC)C(C)C)(C)C.F[P-](F)(F)(F)(F)F.N1(O[P+](N(C)C)(N(C)C)N(C)C)C2C=CC=CC=2N=N1. The catalyst is CN(C)C=O.C(OCC)(=O)C. The product is [CH:1]1([CH2:6][CH:7]([N:11]2[C:19]3[C:14](=[CH:15][C:16]([O:20][C:21]([F:24])([F:23])[F:22])=[CH:17][CH:18]=3)[C:13](=[O:25])[C:12]2=[O:26])[C:8]([NH:33][C:28]2[CH:29]=[CH:30][CH:31]=[CH:32][N:27]=2)=[O:10])[CH2:2][CH2:3][CH2:4][CH2:5]1. The yield is 0.170. (3) The reactants are [C:1]([O-:4])([OH:3])=O.[Na+].ClC(OC(Cl)C)=O.[CH2:13]([O:15][C:16]([C:18]1[CH:19]2[N:45](C)[CH:23]([CH2:24][C:25]=1[C:26]1[CH:31]=[CH:30][CH:29]=[C:28]([O:32][CH2:33][CH2:34][CH2:35][CH2:36][O:37][Si](C(C)(C)C)(C)C)[CH:27]=1)[CH2:22][N:21]([C:47]([O:49][C:50]([CH3:53])([CH3:52])[CH3:51])=[O:48])[CH2:20]2)=[O:17])[CH3:14].CCN(C(C)C)C(C)C.[CH3:63][C:64](OC(OC(O[C:64]([CH3:66])([CH3:65])[CH3:63])=O)=O)([CH3:66])[CH3:65]. The catalyst is ClCCCl. The product is [CH2:13]([O:15][C:16]([C:18]1[CH:19]2[N:45]([C:1]([O:4][C:64]([CH3:66])([CH3:65])[CH3:63])=[O:3])[CH:23]([CH2:24][C:25]=1[C:26]1[CH:31]=[CH:30][CH:29]=[C:28]([O:32][CH2:33][CH2:34][CH2:35][CH2:36][OH:37])[CH:27]=1)[CH2:22][N:21]([C:47]([O:49][C:50]([CH3:53])([CH3:52])[CH3:51])=[O:48])[CH2:20]2)=[O:17])[CH3:14]. The yield is 0.690. (4) The reactants are [CH2:1]([O:3][CH:4]([O:18][CH2:19][CH3:20])[C@@H:5]([NH:7]C(=O)OCC1C=CC=CC=1)[CH3:6])[CH3:2]. The catalyst is CO.[Pd]. The product is [CH2:1]([O:3][CH:4]([O:18][CH2:19][CH3:20])[C@@H:5]([NH2:7])[CH3:6])[CH3:2]. The yield is 1.00. (5) The reactants are [Br:1][C:2]1[CH:18]=[CH:17][C:5]2[C:6]3[N:7]=[C:8]([C:14](O)=O)[S:9][C:10]=3[CH2:11][CH2:12][O:13][C:4]=2[CH:3]=1.C(N(C(C)C)CC)(C)C.CN(C(ON1[N:44]=[N:43][C:38]2[CH:39]=CC=N[C:37]1=2)=[N+](C)C)C.F[P-](F)(F)(F)(F)F.[CH2:52]([O:59][C:60]([NH:62][C:63](=[NH:66])SC)=[O:61])[C:53]1[CH:58]=[CH:57][CH:56]=[CH:55][CH:54]=1.C(=O)(O)[O-].[Na+].Cl.C(NN)(C)C.[OH-].[Na+].[O-]Cl.[Na+]. The catalyst is C1COCC1. The product is [CH2:52]([O:59][C:60](=[O:61])[NH:62][C:63]1[N:66]=[C:14]([C:8]2[S:9][C:10]3[CH2:11][CH2:12][O:13][C:4]4[CH:3]=[C:2]([Br:1])[CH:18]=[CH:17][C:5]=4[C:6]=3[N:7]=2)[N:43]([CH:38]([CH3:37])[CH3:39])[N:44]=1)[C:53]1[CH:58]=[CH:57][CH:56]=[CH:55][CH:54]=1. The yield is 0.570. (6) The reactants are CO[C:3]1[CH:4]=[C:5]([CH2:9][CH2:10][NH:11][CH:12]=[O:13])[CH:6]=[CH:7][CH:8]=1.[CH3:14][S:15]C1C=C(CCN)C=CC=1.C(OC=O)C. No catalyst specified. The product is [CH3:14][S:15][C:3]1[CH:4]=[C:5]([CH2:9][CH2:10][NH:11][CH:12]=[O:13])[CH:6]=[CH:7][CH:8]=1. The yield is 0.780. (7) The reactants are [Cl:1][C:2]1[CH:3]=[CH:4][C:5]([S:9][CH3:10])=[C:6]([NH2:8])[CH:7]=1.[Cl:11][C:12]1[CH:17]=[CH:16][C:15]([S:18](Cl)(=[O:20])=[O:19])=[CH:14][CH:13]=1. No catalyst specified. The product is [Cl:11][C:12]1[CH:17]=[CH:16][C:15]([S:18]([NH:8][C:6]2[CH:7]=[C:2]([Cl:1])[CH:3]=[CH:4][C:5]=2[S:9][CH3:10])(=[O:20])=[O:19])=[CH:14][CH:13]=1. The yield is 0.680.